Dataset: Full USPTO retrosynthesis dataset with 1.9M reactions from patents (1976-2016). Task: Predict the reactants needed to synthesize the given product. (1) Given the product [ClH:1].[F:29][CH:28]([F:30])[O:27][C:22]1[CH:23]=[CH:24][CH:25]=[CH:26][C:21]=1[S:18]([NH:17][C:11]1[CH:12]=[CH:13][C:14]([O:15][CH3:16])=[C:9]([N:2]2[CH2:8][CH2:7][CH2:6][N:5]([CH3:31])[CH2:4][CH2:3]2)[CH:10]=1)(=[O:20])=[O:19], predict the reactants needed to synthesize it. The reactants are: [ClH:1].[N:2]1([C:9]2[CH:10]=[C:11]([NH:17][S:18]([C:21]3[CH:26]=[CH:25][CH:24]=[CH:23][C:22]=3[O:27][CH:28]([F:30])[F:29])(=[O:20])=[O:19])[CH:12]=[CH:13][C:14]=2[O:15][CH3:16])[CH2:8][CH2:7][CH2:6][NH:5][CH2:4][CH2:3]1.[CH2:31]=O. (2) Given the product [CH2:55]([O:1][C:2]1[CH:3]=[C:4]2[C:9](=[CH:10][CH:11]=1)[C:8]([O:12][C:13]1[CH:18]=[CH:17][C:16]([O:19][CH2:20][CH2:21][N:22]3[CH2:23][CH2:24][CH2:25][CH2:26][CH2:27]3)=[CH:15][CH:14]=1)=[C:7]([O:28][S:29]([C:32]([F:34])([F:35])[F:33])(=[O:31])=[O:30])[CH:6]=[CH:5]2)[C:56]1[CH:61]=[CH:60][CH:59]=[CH:58][CH:57]=1, predict the reactants needed to synthesize it. The reactants are: [OH:1][C:2]1[CH:3]=[C:4]2[C:9](=[CH:10][CH:11]=1)[C:8]([O:12][C:13]1[CH:18]=[CH:17][C:16]([O:19][CH2:20][CH2:21][N:22]3[CH2:27][CH2:26][CH2:25][CH2:24][CH2:23]3)=[CH:15][CH:14]=1)=[C:7]([O:28][S:29]([C:32]([F:35])([F:34])[F:33])(=[O:31])=[O:30])[CH:6]=[CH:5]2.C1(P(C2C=CC=CC=2)C2C=CC=CC=2)C=CC=CC=1.[CH2:55](O)[C:56]1[CH:61]=[CH:60][CH:59]=[CH:58][CH:57]=1.N(C(OC(C)C)=O)=NC(OC(C)C)=O.